From a dataset of NCI-60 drug combinations with 297,098 pairs across 59 cell lines. Regression. Given two drug SMILES strings and cell line genomic features, predict the synergy score measuring deviation from expected non-interaction effect. (1) Drug 2: C1C(C(OC1N2C=NC(=NC2=O)N)CO)O. Cell line: NCI-H226. Synergy scores: CSS=-0.977, Synergy_ZIP=1.56, Synergy_Bliss=2.07, Synergy_Loewe=0.0531, Synergy_HSA=-0.819. Drug 1: C1C(C(OC1N2C=NC3=C2NC=NCC3O)CO)O. (2) Drug 1: CC1OCC2C(O1)C(C(C(O2)OC3C4COC(=O)C4C(C5=CC6=C(C=C35)OCO6)C7=CC(=C(C(=C7)OC)O)OC)O)O. Drug 2: CC1CCCC2(C(O2)CC(NC(=O)CC(C(C(=O)C(C1O)C)(C)C)O)C(=CC3=CSC(=N3)C)C)C. Cell line: HL-60(TB). Synergy scores: CSS=55.4, Synergy_ZIP=2.42, Synergy_Bliss=2.30, Synergy_Loewe=0.919, Synergy_HSA=0.981.